From a dataset of Kir2.1 potassium channel HTS with 301,493 compounds. Binary Classification. Given a drug SMILES string, predict its activity (active/inactive) in a high-throughput screening assay against a specified biological target. (1) The compound is S=C1N(c2cc(cc(c2)C)C)C(=O)/C(=C\Nc2ccc(N3CCOCC3)cc2)C(=O)N1. The result is 0 (inactive). (2) The drug is o1c(C(=O)Nc2n(c3c(n2)cccc3)Cc2ccccc2)ccc1. The result is 0 (inactive). (3) The molecule is O=C(N1CCN(CC1)C(=O)COc1cc(ccc1)C)CCC1CCCC1. The result is 0 (inactive). (4) The drug is S=C(NC(CC)(C)C)Nc1c(cccc1)C. The result is 0 (inactive). (5) The compound is O=c1nc([nH]c(CN2CCCCC2)c1)C. The result is 0 (inactive). (6) The result is 0 (inactive). The molecule is Clc1ccc(C(=O)CN2CCC(n3nnc4c3ccc(c4)C)CC2)cc1. (7) The compound is s1c(=S)n(nc1SC)c1ccc(cc1)C(OCC(=O)NC(=O)NC(C)C)=O. The result is 0 (inactive).